From a dataset of Peptide-MHC class II binding affinity with 134,281 pairs from IEDB. Regression. Given a peptide amino acid sequence and an MHC pseudo amino acid sequence, predict their binding affinity value. This is MHC class II binding data. The peptide sequence is EKKYFRATQFEPLAA. The binding affinity (normalized) is 0.981. The MHC is HLA-DPA10103-DPB10601 with pseudo-sequence HLA-DPA10103-DPB10601.